The task is: Regression/Classification. Given a drug SMILES string, predict its toxicity properties. Task type varies by dataset: regression for continuous values (e.g., LD50, hERG inhibition percentage) or binary classification for toxic/non-toxic outcomes (e.g., AMES mutagenicity, cardiotoxicity, hepatotoxicity). Dataset: herg_karim.. This data is from hERG potassium channel inhibition data for cardiac toxicity prediction from Karim et al.. The drug is C#CC1(O)CCC2C3CCC4=CC(=O)CCC4(C)C3CCC21C. The result is 0 (non-blocker).